Predict the reactants needed to synthesize the given product. From a dataset of Full USPTO retrosynthesis dataset with 1.9M reactions from patents (1976-2016). Given the product [F:18][C:16]1[CH:15]=[CH:14][C:13]([C:19]2[N:20]=[CH:21][CH:22]=[CH:23][N:24]=2)=[C:12]([C:10]([N:4]2[CH2:5][CH2:6][CH2:7][C@@H:8]([CH3:9])[C@H:3]2[CH2:2][NH:1][C:26]2[N:31]=[CH:30][C:29]([C:32]([F:35])([F:34])[F:33])=[CH:28][N:27]=2)=[O:11])[CH:17]=1, predict the reactants needed to synthesize it. The reactants are: [NH2:1][CH2:2][C@@H:3]1[C@H:8]([CH3:9])[CH2:7][CH2:6][CH2:5][N:4]1[C:10]([C:12]1[CH:17]=[C:16]([F:18])[CH:15]=[CH:14][C:13]=1[C:19]1[N:24]=[CH:23][CH:22]=[CH:21][N:20]=1)=[O:11].Cl[C:26]1[N:31]=[CH:30][C:29]([C:32]([F:35])([F:34])[F:33])=[CH:28][N:27]=1.